Dataset: Full USPTO retrosynthesis dataset with 1.9M reactions from patents (1976-2016). Task: Predict the reactants needed to synthesize the given product. (1) Given the product [CH2:4]([O:6][C:7](=[O:54])[C@H:8]([CH2:16][C:17]1[CH:22]=[CH:21][CH:20]=[C:19]([C:23]2[CH:32]=[CH:31][C:30]3[C:25](=[CH:26][CH:27]=[CH:28][C:29]=3[N:33]([CH2:44][CH2:45][OH:46])[CH2:34][CH2:35][OH:36])[CH:24]=2)[CH:18]=1)[NH:9][C:10](=[O:15])[C:11]([F:13])([F:14])[F:12])[CH3:5], predict the reactants needed to synthesize it. The reactants are: C(O)=O.[CH2:4]([O:6][C:7](=[O:54])[C@H:8]([CH2:16][C:17]1[CH:22]=[CH:21][CH:20]=[C:19]([C:23]2[CH:32]=[CH:31][C:30]3[C:25](=[CH:26][CH:27]=[CH:28][C:29]=3[N:33]([CH2:44][CH2:45][O:46]CC3C=CC=CC=3)[CH2:34][CH2:35][O:36]CC3C=CC=CC=3)[CH:24]=2)[CH:18]=1)[NH:9][C:10](=[O:15])[C:11]([F:14])([F:13])[F:12])[CH3:5]. (2) Given the product [CH3:19][C@:13]12[C:16]([CH3:17])([CH3:18])[C@H:9]([NH:8][CH2:15][CH2:14]1)[CH2:10][C:11]1[CH:23]=[CH:22][CH:21]=[CH:20][C:12]2=1, predict the reactants needed to synthesize it. The reactants are: C([N:8]1[CH2:15][CH2:14][C@:13]2([CH3:19])[C:16]([CH3:18])([CH3:17])[C@H:9]1[CH2:10][C:11]1[C:23](OS(C(F)(F)F)(=O)=O)=[CH:22][CH:21]=[CH:20][C:12]=12)C1C=CC=CC=1. (3) The reactants are: [CH3:1][O:2][CH2:3][O:4][C@H:5]1[CH2:9][CH2:8][N:7]([CH2:10][C@H:11]([C:13]2[CH:18]=[CH:17][CH:16]=[CH:15][CH:14]=2)O)[CH2:6]1.COCO[C@H]1CCN([C@H](C2C=CC=CC=2)CO)C1.[NH2:37][C:38]1[CH:47]=[CH:46][C:41]([C:42]([O:44][CH3:45])=[O:43])=[CH:40][CH:39]=1. Given the product [CH3:1][O:2][CH2:3][O:4][C@H:5]1[CH2:9][CH2:8][N:7]([CH2:10][C@@H:11]([NH:37][C:38]2[CH:39]=[CH:40][C:41]([C:42]([O:44][CH3:45])=[O:43])=[CH:46][CH:47]=2)[C:13]2[CH:18]=[CH:17][CH:16]=[CH:15][CH:14]=2)[CH2:6]1, predict the reactants needed to synthesize it. (4) Given the product [Cl:21][C:22]1[CH:23]=[CH:24][C:25]([C:28]2[CH:29]=[CH:30][C:31]([C:34]#[C:35][C:36]3[CH:37]=[CH:38][C:39](/[CH:42]=[CH:43]/[CH2:44][N:6]4[CH2:5][CH2:4][C:3]([C:2]([F:1])([F:10])[F:11])([OH:9])[CH2:8][CH2:7]4)=[CH:40][CH:41]=3)=[N:32][CH:33]=2)=[CH:26][CH:27]=1, predict the reactants needed to synthesize it. The reactants are: [F:1][C:2]([F:11])([F:10])[C:3]1([OH:9])[CH2:8][CH2:7][NH:6][CH2:5][CH2:4]1.C(N(C(C)C)C(C)C)C.[Cl:21][C:22]1[CH:27]=[CH:26][C:25]([C:28]2[CH:29]=[CH:30][C:31]([C:34]#[C:35][C:36]3[CH:41]=[CH:40][C:39](/[CH:42]=[CH:43]/[CH2:44]Cl)=[CH:38][CH:37]=3)=[N:32][CH:33]=2)=[CH:24][CH:23]=1. (5) Given the product [CH3:22][C:13]1[CH:14]=[C:15]([NH:18][C:19](=[O:21])[CH3:20])[CH:16]=[CH:17][C:12]=1[C:10](=[O:11])/[CH:9]=[CH:8]/[C:5]1[CH:6]=[CH:7][C:2]([O:1][CH:25]2[CH2:26][CH2:27][CH2:28][CH2:29][O:24]2)=[C:3]([CH3:23])[CH:4]=1, predict the reactants needed to synthesize it. The reactants are: [OH:1][C:2]1[CH:7]=[CH:6][C:5](/[CH:8]=[CH:9]/[C:10]([C:12]2[CH:17]=[CH:16][C:15]([NH:18][C:19](=[O:21])[CH3:20])=[CH:14][C:13]=2[CH3:22])=[O:11])=[CH:4][C:3]=1[CH3:23].[O:24]1[CH:29]=[CH:28][CH2:27][CH2:26][CH2:25]1. (6) Given the product [Cl:1][C:2]1[C:7]([C:8]([O:10][CH3:11])=[O:9])=[CH:6][N:5]=[C:4]([CH3:13])[CH:3]=1, predict the reactants needed to synthesize it. The reactants are: [Cl:1][C:2]1[C:7]([C:8]([O:10][CH3:11])=[O:9])=[CH:6][N:5]=[C:4](Cl)[CH:3]=1.[CH3:13]B1OB(C)OB(C)O1.C([O-])([O-])=O.[Cs+].[Cs+]. (7) Given the product [CH3:8][C:5]1[C:4]([CH2:9][OH:10])=[CH:3][C:2]([B:19]2[O:20][C:21]([CH3:23])([CH3:22])[C:17]([CH3:33])([CH3:16])[O:18]2)=[CH:7][N:6]=1, predict the reactants needed to synthesize it. The reactants are: Br[C:2]1[CH:3]=[C:4]([CH2:9][OH:10])[C:5]([CH3:8])=[N:6][CH:7]=1.C([O-])(=O)C.[K+].[CH3:16][C:17]1([CH3:33])[C:21]([CH3:23])([CH3:22])[O:20][B:19]([B:19]2[O:20][C:21]([CH3:23])([CH3:22])[C:17]([CH3:33])([CH3:16])[O:18]2)[O:18]1.ClCCl. (8) Given the product [Cl:16][C:11]1[CH:10]=[C:9]([CH:14]=[C:13]([Cl:15])[CH:12]=1)[CH2:8][C@@H:7]1[CH2:6][NH:5][C:3](=[O:4])[CH2:2][O:17]1, predict the reactants needed to synthesize it. The reactants are: Cl[CH2:2][C:3]([NH:5][CH2:6][C@H:7]([OH:17])[CH2:8][C:9]1[CH:14]=[C:13]([Cl:15])[CH:12]=[C:11]([Cl:16])[CH:10]=1)=[O:4].CC(C)([O-])C.[K+].Cl. (9) Given the product [CH2:1]([N:3]1[C:7]([CH2:8][C:9]2[CH:10]=[CH:11][C:12]([CH2:15][N:16]3[CH:21]=[CH:20][CH:19]=[CH:18][C:17]3=[O:22])=[CH:13][CH:14]=2)=[C:6]([CH3:23])[CH:5]=[C:4]1[C:24]([OH:26])=[O:25])[CH3:2], predict the reactants needed to synthesize it. The reactants are: [CH2:1]([N:3]1[C:7]([CH2:8][C:9]2[CH:14]=[CH:13][C:12]([CH2:15][N:16]3[CH:21]=[CH:20][CH:19]=[CH:18][C:17]3=[O:22])=[CH:11][CH:10]=2)=[C:6]([CH3:23])[CH:5]=[C:4]1[C:24]([O:26]CC)=[O:25])[CH3:2].[OH-].[Li+]. (10) The reactants are: Br[C:2]1[CH:7]=[CH:6][C:5]([C:8]2[CH:9]=[N:10][C:11]([NH2:14])=[N:12][CH:13]=2)=[CH:4][CH:3]=1.C(=O)([O-])[O-].[Cs+].[Cs+].[NH:21]1[CH2:26][CH2:25][NH:24][CH2:23][CH2:22]1.C1(C2C=CC=CC=2)C=CC=CC=1. Given the product [N:21]1([C:2]2[CH:7]=[CH:6][C:5]([C:8]3[CH:9]=[N:10][C:11]([NH2:14])=[N:12][CH:13]=3)=[CH:4][CH:3]=2)[CH2:26][CH2:25][NH:24][CH2:23][CH2:22]1, predict the reactants needed to synthesize it.